From a dataset of Forward reaction prediction with 1.9M reactions from USPTO patents (1976-2016). Predict the product of the given reaction. (1) Given the reactants [C:1]([C:3]1[CH:8]=[CH:7][C:6]([C:9]([N:11]2[CH2:16][CH2:15][N:14]([CH3:17])[CH2:13][CH2:12]2)=[O:10])=[CH:5][C:4]=1[N+:18]([O-:20])=[O:19])#[CH:2].[ClH:21], predict the reaction product. The product is: [ClH:21].[C:1]([C:3]1[CH:8]=[CH:7][C:6]([C:9]([N:11]2[CH2:16][CH2:15][N:14]([CH3:17])[CH2:13][CH2:12]2)=[O:10])=[CH:5][C:4]=1[N+:18]([O-:20])=[O:19])#[CH:2]. (2) Given the reactants Br[CH2:2][C:3]1[CH:28]=[CH:27][C:6]([C:7]([NH:9]C2C=CC(Cl)=C(NC(=O)C3C=CC=C(Cl)C=3)C=2)=[O:8])=[CH:5][N:4]=1.[CH3:29][N:30]1[CH2:35][CH2:34][CH:33]([NH2:36])[CH2:32][CH2:31]1, predict the reaction product. The product is: [CH3:29][N:30]1[CH2:35][CH2:34][CH:33]([NH:36][CH2:2][C:3]2[CH:28]=[CH:27][C:6]([C:7]([NH2:9])=[O:8])=[CH:5][N:4]=2)[CH2:32][CH2:31]1. (3) Given the reactants [Cl:1][C:2]1[CH:10]=[C:9]2[C:5]([CH2:6][C:7](=[O:11])[NH:8]2)=[CH:4][CH:3]=1.[Cl:12][CH2:13][C:14](Cl)=[O:15].[Cl-].[Al+3].[Cl-].[Cl-], predict the reaction product. The product is: [Cl:12][CH2:13][C:14]([C:3]1[CH:4]=[C:5]2[C:9](=[CH:10][C:2]=1[Cl:1])[NH:8][C:7](=[O:11])[CH2:6]2)=[O:15]. (4) Given the reactants [Li+].CC([N-]C(C)C)C.[CH2:9]([O:16][C:17]1[CH:18]=[C:19]([F:24])[C:20]([CH3:23])=[N:21][CH:22]=1)[C:10]1[CH:15]=[CH:14][CH:13]=[CH:12][CH:11]=1.CN(CCN(C)C)C.[C:33](=O)([O:36]C)[O:34][CH3:35], predict the reaction product. The product is: [CH2:9]([O:16][C:17]1[CH:18]=[C:19]([F:24])[C:20]([CH2:23][C:33]([O:34][CH3:35])=[O:36])=[N:21][CH:22]=1)[C:10]1[CH:11]=[CH:12][CH:13]=[CH:14][CH:15]=1. (5) Given the reactants [Br:1][C:2]1[CH:7]=[CH:6][N:5]=[C:4]([NH2:8])[CH:3]=1.[C:9](O[C:9]([O:11][C:12]([CH3:15])([CH3:14])[CH3:13])=[O:10])([O:11][C:12]([CH3:15])([CH3:14])[CH3:13])=[O:10], predict the reaction product. The product is: [Br:1][C:2]1[CH:7]=[CH:6][N:5]=[C:4]([NH:8][C:9](=[O:10])[O:11][C:12]([CH3:15])([CH3:14])[CH3:13])[CH:3]=1.